Dataset: Full USPTO retrosynthesis dataset with 1.9M reactions from patents (1976-2016). Task: Predict the reactants needed to synthesize the given product. Given the product [Cl:25][C:26]1[CH:31]=[CH:30][C:29]([O:32][C:33]2[CH:38]=[CH:37][C:36]([CH2:39][S:14][C:11]3[N:12]([CH3:16])[CH:13]=[C:8]([CH2:7][C:5]4[CH:6]=[N:1][CH:2]=[N:3][CH:4]=4)[C:9](=[O:15])[N:10]=3)=[CH:35][CH:34]=2)=[CH:28][C:27]=1[C:41]([F:44])([F:43])[F:42], predict the reactants needed to synthesize it. The reactants are: [N:1]1[CH:6]=[C:5]([CH2:7][C:8]2[C:9](=[O:15])[NH:10][C:11](=[S:14])[NH:12][CH:13]=2)[CH:4]=[N:3][CH:2]=1.[CH3:16]CN(C(C)C)C(C)C.[Cl:25][C:26]1[CH:31]=[CH:30][C:29]([O:32][C:33]2[CH:38]=[CH:37][C:36]([CH2:39]Cl)=[CH:35][CH:34]=2)=[CH:28][C:27]=1[C:41]([F:44])([F:43])[F:42].CI.